This data is from Catalyst prediction with 721,799 reactions and 888 catalyst types from USPTO. The task is: Predict which catalyst facilitates the given reaction. (1) Reactant: [CH3:1][C:2]([CH3:26])=[CH:3][CH2:4][C:5]1[C:6]([OH:25])=[CH:7][C:8]([O:23][CH3:24])=[C:9]([C:12](/[CH:14]=[CH:15]/[C:16]2[CH:17]=[CH:18][C:19]([OH:22])=[CH:20][CH:21]=2)=[O:13])[C:10]=1[OH:11]. Product: [OH:11][C:10]1[C:9]([C:12](=[O:13])/[CH:14]=[CH:15]/[C:16]2[CH:17]=[CH:18][C:19]([OH:22])=[CH:20][CH:21]=2)=[C:8]([O:23][CH3:24])[CH:7]=[C:6]2[C:5]=1[CH2:4][CH2:3][C:2]([CH3:26])([CH3:1])[O:25]2. The catalyst class is: 106. (2) Reactant: Cl[CH2:2][CH:3]1[C:8]2[CH:9]=[CH:10][S:11][C:7]=2[CH2:6][CH2:5][O:4]1.[NH:12]1[CH2:16][CH2:15][CH2:14][CH2:13]1.[Na+].[I-].Cl. Product: [S:11]1[C:7]2[CH2:6][CH2:5][O:4][CH:3]([CH2:2][N:12]3[CH2:16][CH2:15][CH2:14][CH2:13]3)[C:8]=2[CH:9]=[CH:10]1. The catalyst class is: 18. (3) Reactant: [CH3:1][C@H:2]([NH:5][C:6](=[O:15])[O:7][CH2:8][C:9]1[CH:14]=[CH:13][CH:12]=[CH:11][CH:10]=1)[CH:3]=[O:4].[CH2:16]([Mg]Br)[CH:17]=[CH2:18].O. Product: [OH:4][CH:3]([CH2:18][CH:17]=[CH2:16])[C@@H:2]([NH:5][C:6](=[O:15])[O:7][CH2:8][C:9]1[CH:14]=[CH:13][CH:12]=[CH:11][CH:10]=1)[CH3:1]. The catalyst class is: 7. (4) Reactant: [CH3:1][C:2]1[CH:3]=[C:4]2[C:9](=[CH:10][CH:11]=1)[CH:8]=[N:7][CH:6]=[CH:5]2.[N+:12]([O-])([O-:14])=[O:13].[K+].[OH-].[Na+]. Product: [CH3:1][C:2]1[C:3]([N+:12]([O-:14])=[O:13])=[C:4]2[C:9](=[CH:10][CH:11]=1)[CH:8]=[N:7][CH:6]=[CH:5]2. The catalyst class is: 65. (5) Reactant: N12CCN(CC1)CC2.[CH2:9]([O:11][C:12]([C:14]1[C:15](=[O:24])[NH:16][C:17]2[C:21]([C:22]=1Cl)=[CH:20][S:19][CH:18]=2)=[O:13])[CH3:10].[N:25]1([C:31]([C:33]2[S:34][CH:35]=[CH:36][CH:37]=2)=[O:32])[CH2:30][CH2:29][NH:28][CH2:27][CH2:26]1. Product: [CH2:9]([O:11][C:12]([C:14]1[C:15](=[O:24])[NH:16][C:17]2[C:21]([C:22]=1[N:28]1[CH2:29][CH2:30][N:25]([C:31]([C:33]3[S:34][CH:35]=[CH:36][CH:37]=3)=[O:32])[CH2:26][CH2:27]1)=[CH:20][S:19][CH:18]=2)=[O:13])[CH3:10]. The catalyst class is: 44.